From a dataset of Catalyst prediction with 721,799 reactions and 888 catalyst types from USPTO. Predict which catalyst facilitates the given reaction. (1) Reactant: [Br:1][C:2]1[CH:3]=[C:4]([C:8]2[C:16]3[C:11](=[N:12][C:13](Cl)=[N:14][CH:15]=3)[N:10]([C:18]([C:31]3[CH:36]=[CH:35][CH:34]=[CH:33][CH:32]=3)([C:25]3[CH:30]=[CH:29][CH:28]=[CH:27][CH:26]=3)[C:19]3[CH:24]=[CH:23][CH:22]=[CH:21][CH:20]=3)[N:9]=2)[CH:5]=[CH:6][CH:7]=1.CCN(C(C)C)C(C)C.[C:46]([O:50][C:51](=[O:60])[NH:52][CH:53]1[CH2:58][CH2:57][CH:56]([NH2:59])[CH2:55][CH2:54]1)([CH3:49])([CH3:48])[CH3:47].O. Product: [C:46]([O:50][C:51](=[O:60])[NH:52][CH:53]1[CH2:54][CH2:55][CH:56]([NH:59][C:13]2[N:12]=[C:11]3[N:10]([C:18]([C:25]4[CH:26]=[CH:27][CH:28]=[CH:29][CH:30]=4)([C:19]4[CH:20]=[CH:21][CH:22]=[CH:23][CH:24]=4)[C:31]4[CH:32]=[CH:33][CH:34]=[CH:35][CH:36]=4)[N:9]=[C:8]([C:4]4[CH:5]=[CH:6][CH:7]=[C:2]([Br:1])[CH:3]=4)[C:16]3=[CH:15][N:14]=2)[CH2:57][CH2:58]1)([CH3:49])([CH3:47])[CH3:48]. The catalyst class is: 3. (2) Reactant: [Br:1][C:2]1[CH:3]=[CH:4][C:5]([OH:17])=[C:6]([CH:16]=1)[C:7]([NH:9][C:10]1[CH:11]=[N:12][CH:13]=[CH:14][CH:15]=1)=[O:8].[OH-].[K+].CO.[K].Br[CH:24]([C:26]1[CH:31]=[CH:30][CH:29]=[CH:28][CH:27]=1)[CH3:25]. Product: [Br:1][C:2]1[CH:3]=[CH:4][C:5]([O:17][CH:24]([C:26]2[CH:31]=[CH:30][CH:29]=[CH:28][CH:27]=2)[CH3:25])=[C:6]([CH:16]=1)[C:7]([NH:9][C:10]1[CH:11]=[N:12][CH:13]=[CH:14][CH:15]=1)=[O:8]. The catalyst class is: 136. (3) Reactant: C[O:2][C:3]([C@H:5]1[CH2:10][CH2:9][C@H:8]([O:11][C:12]2[C:21]3[C:16](=[CH:17][CH:18]=[CH:19][CH:20]=3)[CH:15]=[CH:14][CH:13]=2)[CH2:7][CH2:6]1)=O.O.[NH2:23][NH2:24]. Product: [C:12]1([O:11][C@H:8]2[CH2:9][CH2:10][C@H:5]([C:3]([NH:23][NH2:24])=[O:2])[CH2:6][CH2:7]2)[C:21]2[C:16](=[CH:17][CH:18]=[CH:19][CH:20]=2)[CH:15]=[CH:14][CH:13]=1. The catalyst class is: 71. (4) Reactant: [C:1]([O:5][C:6](=[O:15])[C:7]1[C:12]([F:13])=[CH:11][N:10]=[CH:9][C:8]=1Br)([CH3:4])([CH3:3])[CH3:2].CC1(C)CC(C)OB([C:24]([C:26]([F:29])([F:28])[F:27])=[CH2:25])O1.C(=O)([O-])[O-].[K+].[K+]. Product: [C:1]([O:5][C:6](=[O:15])[C:7]1[C:8]([C:24]([C:26]([F:29])([F:28])[F:27])=[CH2:25])=[CH:9][N:10]=[CH:11][C:12]=1[F:13])([CH3:4])([CH3:3])[CH3:2]. The catalyst class is: 108. (5) Product: [N:8]([CH2:9][CH:10]1[CH2:14][N:13]([C@@H:15]([CH2:19][CH3:20])[C:16]([NH2:18])=[O:17])[C:12](=[O:21])[CH2:11]1)=[C:1]=[S:2]. The catalyst class is: 3. Reactant: [C:1](=C1N=CC=N1)=[S:2].[NH2:8][CH2:9][CH:10]1[CH2:14][N:13]([C@@H:15]([CH2:19][CH3:20])[C:16]([NH2:18])=[O:17])[C:12](=[O:21])[CH2:11]1.